This data is from Catalyst prediction with 721,799 reactions and 888 catalyst types from USPTO. The task is: Predict which catalyst facilitates the given reaction. (1) Reactant: CN(C=O)C.[CH3:6][O:7][C:8]1[CH:9]=[C:10]([CH:18]=[CH:19][C:20]=1[N:21]1[CH:25]=[C:24]([CH3:26])[N:23]=[CH:22]1)/[CH:11]=[C:12]1/[C:13](=[O:17])[NH:14][CH2:15][CH2:16]/1.C[Si]([N-][Si](C)(C)C)(C)C.[Li+].[F:37][C:38]1[CH:39]=[C:40]([CH:43]=[CH:44][C:45]=1[F:46])[CH2:41]Br. Product: [F:37][C:38]1[CH:39]=[C:40]([CH:43]=[CH:44][C:45]=1[F:46])[CH2:41][N:14]1[CH2:15][CH2:16]/[C:12](=[CH:11]\[C:10]2[CH:18]=[CH:19][C:20]([N:21]3[CH:25]=[C:24]([CH3:26])[N:23]=[CH:22]3)=[C:8]([O:7][CH3:6])[CH:9]=2)/[C:13]1=[O:17]. The catalyst class is: 84. (2) Reactant: [CH:1]1([C:7](Cl)=[O:8])[CH2:6][CH2:5][CH2:4][CH2:3][CH2:2]1.[CH3:10][O:11][C:12]1[CH:17]=[CH:16][CH:15]=[CH:14][C:13]=1[N:18]1[CH2:23][CH2:22][N:21]([CH2:24][CH:25]2[CH2:30][CH2:29][NH:28][CH2:27][CH2:26]2)[CH2:20][CH2:19]1.C(N(CC)CC)C. Product: [CH:1]1([C:7]([N:28]2[CH2:29][CH2:30][CH:25]([CH2:24][N:21]3[CH2:20][CH2:19][N:18]([C:13]4[CH:14]=[CH:15][CH:16]=[CH:17][C:12]=4[O:11][CH3:10])[CH2:23][CH2:22]3)[CH2:26][CH2:27]2)=[O:8])[CH2:6][CH2:5][CH2:4][CH2:3][CH2:2]1. The catalyst class is: 2.